This data is from TCR-epitope binding with 47,182 pairs between 192 epitopes and 23,139 TCRs. The task is: Binary Classification. Given a T-cell receptor sequence (or CDR3 region) and an epitope sequence, predict whether binding occurs between them. (1) The epitope is HPKVSSEVHI. The TCR CDR3 sequence is CSATNRDRGLEQYF. Result: 1 (the TCR binds to the epitope). (2) The epitope is QVPLRPMTYK. The TCR CDR3 sequence is CSARPGLAGALYEQYF. Result: 0 (the TCR does not bind to the epitope). (3) The epitope is RAKFKQLL. The TCR CDR3 sequence is CASSIGHTEAFF. Result: 1 (the TCR binds to the epitope). (4) The epitope is SFHSLHLLF. The TCR CDR3 sequence is CASSHGEKLFF. Result: 0 (the TCR does not bind to the epitope). (5) The epitope is HTTDPSFLGRY. The TCR CDR3 sequence is CASSNFQGPQETQYF. Result: 1 (the TCR binds to the epitope). (6) The epitope is AVFDRKSDAK. The TCR CDR3 sequence is CSARTGEAGYTF. Result: 1 (the TCR binds to the epitope).